Dataset: KCNQ2 potassium channel screen with 302,405 compounds. Task: Binary Classification. Given a drug SMILES string, predict its activity (active/inactive) in a high-throughput screening assay against a specified biological target. (1) The drug is O(c1cc2[nH]c(=O)cc(c2cc1)C)C. The result is 0 (inactive). (2) The drug is S(c1n2c3c(nnc2nn1)cc(cc3)C)CC(O)=O. The result is 0 (inactive). (3) The drug is O1C(CN(CC1C)C(=O)/C(=C/c1ccccc1)C)C. The result is 0 (inactive). (4) The drug is Clc1ccc(C(=O)N\N=C(\c2cc(NC(=O)c3cccnc3)ccc2)C)cc1. The result is 0 (inactive). (5) The molecule is S(=O)(=O)(N1CCN(CC1)C(=O)C=1OCCOC1)c1cc(c(cc1)C)C. The result is 0 (inactive). (6) The drug is o1c2c(NC(=O)CCC2=O)c2c1cccc2. The result is 0 (inactive). (7) The compound is S(=O)(=O)(N(CC(=O)NC(CC)C)C)c1cc2c(n(c(=O)n(c2=O)C)C)cc1. The result is 0 (inactive). (8) The drug is s1c2c(CCCC2)c2c1ncn(c2=O)CC(=O)NCCCC(=O)Nc1cc(OC)c(OC)cc1. The result is 0 (inactive). (9) The molecule is S(=O)(=O)(NCCC(=O)NC1CC1)c1ccc(cc1)C. The result is 0 (inactive). (10) The molecule is O1CCN(CCNC=2CC(CC(=O)C2)c2ccccc2)CC1. The result is 0 (inactive).